From a dataset of Forward reaction prediction with 1.9M reactions from USPTO patents (1976-2016). Predict the product of the given reaction. (1) Given the reactants [Cl:1][C:2]1[CH:7]=[C:6]([Cl:8])[CH:5]=[CH:4][C:3]=1[NH:9][C:10]1[N:14]([CH2:15][CH2:16][CH2:17]O)[C:13]2[C:19]([N:23]([CH2:26][CH3:27])[CH2:24][CH3:25])=[CH:20][CH:21]=[CH:22][C:12]=2[N:11]=1.CS(Cl)(=O)=O, predict the reaction product. The product is: [Cl:1][C:2]1[CH:7]=[C:6]([Cl:8])[CH:5]=[CH:4][C:3]=1[N:9]1[C:10]2=[N:11][C:12]3[C:13](=[C:19]([N:23]([CH2:26][CH3:27])[CH2:24][CH3:25])[CH:20]=[CH:21][CH:22]=3)[N:14]2[CH2:15][CH2:16][CH2:17]1. (2) Given the reactants [CH3:1][C:2]([C:7]1[CH:12]=[CH:11][C:10]([C:13]2[CH:18]=[C:17]([Cl:19])[CH:16]=[C:15]([Cl:20])[CH:14]=2)=[C:9]([F:21])[CH:8]=1)(C)[C:3]([OH:5])=[O:4].ClC1C=C(C2C=CC(C3(C(O)=O)CC3)=CC=2F)C=C(Cl)C=1, predict the reaction product. The product is: [Cl:19][C:17]1[CH:18]=[C:13]([C:10]2[CH:11]=[CH:12][C:7]([CH:2]([CH3:1])[C:3]([OH:5])=[O:4])=[CH:8][C:9]=2[F:21])[CH:14]=[C:15]([Cl:20])[CH:16]=1. (3) Given the reactants [BH4-].[Li+].C([O:5][C:6](=O)[CH2:7][N:8]1[C:16]2[C:11](=[CH:12][CH:13]=[C:14]3[CH2:21][CH2:20][N:19]([C:22]([O:24][C:25]([CH3:28])([CH3:27])[CH3:26])=[O:23])[CH2:18][CH2:17][C:15]3=2)[CH:10]=[CH:9]1)C.O, predict the reaction product. The product is: [OH:5][CH2:6][CH2:7][N:8]1[C:16]2[C:11](=[CH:12][CH:13]=[C:14]3[CH2:21][CH2:20][N:19]([C:22]([O:24][C:25]([CH3:28])([CH3:27])[CH3:26])=[O:23])[CH2:18][CH2:17][C:15]3=2)[CH:10]=[CH:9]1. (4) The product is: [CH2:33]([O:29][C:27](=[O:28])[C:26]1[CH:30]=[CH:31][C:23]([NH:22][C:20]([C:17]2[CH:18]=[C:19]3[C:14]([CH:13]=[CH:12][NH:11]3)=[CH:15][CH:16]=2)=[O:21])=[CH:24][C:25]=1[F:32])[CH3:34]. Given the reactants ClC1C=C(S([N:11]2[C:19]3[C:14](=[CH:15][CH:16]=[C:17]([C:20]([NH:22][C:23]4[CH:31]=[CH:30][C:26]([C:27]([OH:29])=[O:28])=[C:25]([F:32])[CH:24]=4)=[O:21])[CH:18]=3)[CH2:13][CH2:12]2)(=O)=O)C=CC=1.[CH2:33](OC(=O)C1C=CC(N)=CC=1F)[CH3:34], predict the reaction product. (5) Given the reactants [OH:1][C:2]1[CH:3]=[C:4]([CH:9]=[C:10]([O:12][C:13]2[CH:18]=[CH:17][C:16]([C:19]3[O:20][C:21]([CH3:24])=[N:22][N:23]=3)=[CH:15][CH:14]=2)[CH:11]=1)[C:5]([O:7][CH3:8])=[O:6].O[C@H:26]1[CH2:30][CH2:29][NH:28][C:27]1=[O:31].C1(P(C2C=CC=CC=2)C2C=CC=CC=2)C=CC=CC=1.N(C(OC(C)C)=O)=NC(OC(C)C)=O, predict the reaction product. The product is: [CH3:24][C:21]1[O:20][C:19]([C:16]2[CH:15]=[CH:14][C:13]([O:12][C:10]3[CH:9]=[C:4]([CH:3]=[C:2]([O:1][C@@H:26]4[CH2:30][CH2:29][NH:28][C:27]4=[O:31])[CH:11]=3)[C:5]([O:7][CH3:8])=[O:6])=[CH:18][CH:17]=2)=[N:23][N:22]=1. (6) Given the reactants C1(C=CC=C(O)C=1)O.[Li]CCCC.CCCCCC.N#N.[NH4+].[Cl-].[C:24]([OH:30])([C:26]([F:29])([F:28])[F:27])=[O:25].[SiH:31]([CH2:36][CH3:37])([CH2:34][CH3:35])[CH2:32][CH3:33].B(Br)(Br)Br, predict the reaction product. The product is: [C:24]([OH:30])([C:26]([F:29])([F:28])[F:27])=[O:25].[SiH:31]([CH2:36][CH3:37])([CH2:34][CH3:35])[CH2:32][CH3:33]. (7) Given the reactants [N:1]1([CH:6]2[CH2:11][CH2:10][CH2:9][C:8](=O)[CH2:7]2)[CH:5]=[N:4][CH:3]=[N:2]1.Cl.[NH2:14][OH:15], predict the reaction product. The product is: [N:1]1([CH:6]2[CH2:11][CH2:10][CH2:9]/[C:8](=[N:14]/[OH:15])/[CH2:7]2)[CH:5]=[N:4][CH:3]=[N:2]1. (8) Given the reactants Cl[C:2]1[CH:7]=[CH:6][N:5]=[C:4]2[CH:8]=[C:9]([C:11]3[CH:12]=[N:13][C:14](=[O:25])[N:15]([CH2:17][CH2:18][N:19]4[CH2:24][CH2:23][O:22][CH2:21][CH2:20]4)[CH:16]=3)[S:10][C:3]=12.[F:26][C:27]1[CH:32]=[C:31]([N+:33]([O-:35])=[O:34])[CH:30]=[CH:29][C:28]=1[OH:36].C([O-])([O-])=O.[K+].[K+], predict the reaction product. The product is: [F:26][C:27]1[CH:32]=[C:31]([N+:33]([O-:35])=[O:34])[CH:30]=[CH:29][C:28]=1[O:36][C:2]1[CH:7]=[CH:6][N:5]=[C:4]2[CH:8]=[C:9]([C:11]3[CH:12]=[N:13][C:14](=[O:25])[N:15]([CH2:17][CH2:18][N:19]4[CH2:24][CH2:23][O:22][CH2:21][CH2:20]4)[CH:16]=3)[S:10][C:3]=12. (9) The product is: [CH3:6][C@@:5]1([OH:7])[C:4]2([CH2:13][C:14]([CH3:16])([CH3:17])[CH2:15][C:2]([CH3:18])([CH3:1])[CH2:3]2)[C@H:10]([CH3:11])[CH2:9][C@@H:8]1[OH:12]. Given the reactants [CH3:1][C:2]1([CH3:18])[CH2:15][C:14]([CH3:17])([CH3:16])[CH2:13][C:4]2([C@@H:10]([CH3:11])[CH2:9][C:8](=[O:12])[C@:5]32[O:7][CH2:6]3)[CH2:3]1.[H-].[Al+3].[Li+].[H-].[H-].[H-], predict the reaction product.